This data is from Full USPTO retrosynthesis dataset with 1.9M reactions from patents (1976-2016). The task is: Predict the reactants needed to synthesize the given product. (1) Given the product [CH:19]([N:22]1[CH2:27][CH2:26][N:25]([CH2:1][C:3]2[CH:18]=[CH:17][C:6]([O:7][C:8]3[CH:16]=[CH:15][C:11]([C:12]([NH2:14])=[O:13])=[CH:10][N:9]=3)=[CH:5][CH:4]=2)[CH2:24][CH2:23]1)([CH3:21])[CH3:20], predict the reactants needed to synthesize it. The reactants are: [CH:1]([C:3]1[CH:18]=[CH:17][C:6]([O:7][C:8]2[CH:16]=[CH:15][C:11]([C:12]([NH2:14])=[O:13])=[CH:10][N:9]=2)=[CH:5][CH:4]=1)=O.[CH:19]([N:22]1[CH2:27][CH2:26][NH:25][CH2:24][CH2:23]1)([CH3:21])[CH3:20].[BH4-].[Na+]. (2) Given the product [C:32]([Si:36]([CH3:51])([CH3:50])[O:37][CH2:38][CH2:39][NH:40][C:41]1[N:42]=[C:43]([NH:49][C:16]([NH:13][S:10]([C:8]2[S:9][C:5]([CH2:4][CH2:3][O:2][CH3:1])=[C:6]([CH3:14])[CH:7]=2)(=[O:12])=[O:11])=[O:17])[CH:44]=[C:45]([S:47][CH3:48])[CH:46]=1)([CH3:35])([CH3:34])[CH3:33], predict the reactants needed to synthesize it. The reactants are: [CH3:1][O:2][CH2:3][CH2:4][C:5]1[S:9][C:8]([S:10]([NH2:13])(=[O:12])=[O:11])=[CH:7][C:6]=1[CH3:14].Cl[C:16](OC1C=CC=CC=1)=[O:17].C(N(CC)CC)C.[C:32]([Si:36]([CH3:51])([CH3:50])[O:37][CH2:38][CH2:39][NH:40][C:41]1[CH:46]=[C:45]([S:47][CH3:48])[CH:44]=[C:43]([NH2:49])[N:42]=1)([CH3:35])([CH3:34])[CH3:33]. (3) Given the product [CH2:19]([O:26][C@@H:27]1[C@@H:32]([O:33][CH2:34][C:35]2[CH:36]=[CH:37][CH:38]=[CH:39][CH:40]=2)[C@H:31]([O:41][CH2:42][C:43]2[CH:48]=[CH:47][CH:46]=[CH:45][CH:44]=2)[C@@H:30]([CH2:49][O:50][CH2:51][C:52]2[CH:57]=[CH:56][CH:55]=[CH:54][CH:53]=2)[O:29][C@H:28]1[C:58]1[CH:63]=[CH:62][CH:61]=[C:60]([CH2:64][OH:65])[CH:59]=1)[C:20]1[CH:25]=[CH:24][CH:23]=[CH:22][CH:21]=1, predict the reactants needed to synthesize it. The reactants are: [F-].C([N+](CCCC)(CCCC)CCCC)CCC.[CH2:19]([O:26][C@@H:27]1[C@@H:32]([O:33][CH2:34][C:35]2[CH:40]=[CH:39][CH:38]=[CH:37][CH:36]=2)[C@H:31]([O:41][CH2:42][C:43]2[CH:48]=[CH:47][CH:46]=[CH:45][CH:44]=2)[C@@H:30]([CH2:49][O:50][CH2:51][C:52]2[CH:57]=[CH:56][CH:55]=[CH:54][CH:53]=2)[O:29][C@H:28]1[C:58]1[CH:63]=[CH:62][CH:61]=[C:60]([CH2:64][O:65][Si](C(C)(C)C)(C2C=CC=CC=2)C2C=CC=CC=2)[CH:59]=1)[C:20]1[CH:25]=[CH:24][CH:23]=[CH:22][CH:21]=1.[OH-].[Na+].O. (4) Given the product [F:12][C:2]1([F:1])[O:6][C:5]2[CH:7]=[CH:8][C:9]([NH:11][C:27](=[O:28])[C:26]3[CH:31]=[CH:32][CH:33]=[CH:34][C:25]=3[NH:24][CH2:23][C:20]3[CH:19]=[CH:18][N:17]=[CH:22][CH:21]=3)=[CH:10][C:4]=2[O:3]1, predict the reactants needed to synthesize it. The reactants are: [F:1][C:2]1([F:12])[O:6][C:5]2[CH:7]=[CH:8][C:9]([NH2:11])=[CH:10][C:4]=2[O:3]1.C[Al](C)C.[N:17]1[CH:22]=[CH:21][C:20]([CH2:23][NH:24][C:25]2[CH:34]=[CH:33][CH:32]=[CH:31][C:26]=2[C:27](OC)=[O:28])=[CH:19][CH:18]=1.C([O-])(O)=O.[Na+]. (5) Given the product [CH3:31][N:13]1[C:12]2[CH:32]=[CH:33][C:9]([C:7]([NH:6][C@@H:4]([CH3:5])[C:3]([OH:34])=[O:2])=[O:8])=[CH:10][C:11]=2[N:15]=[C:14]1[NH:16][C:17]1[S:18][C:19]2[CH:25]=[C:24]([O:26][C:27]([F:30])([F:29])[F:28])[CH:23]=[CH:22][C:20]=2[N:21]=1, predict the reactants needed to synthesize it. The reactants are: C[O:2][C:3](=[O:34])[C@@H:4]([NH:6][C:7]([C:9]1[CH:33]=[CH:32][C:12]2[N:13]([CH3:31])[C:14]([NH:16][C:17]3[S:18][C:19]4[CH:25]=[C:24]([O:26][C:27]([F:30])([F:29])[F:28])[CH:23]=[CH:22][C:20]=4[N:21]=3)=[N:15][C:11]=2[CH:10]=1)=[O:8])[CH3:5].[Li+].[OH-]. (6) Given the product [NH2:82][CH2:83][C:84]1[CH:89]=[C:88]([F:90])[CH:87]=[CH:86][C:85]=1[C:69]1[CH:70]=[CH:71][CH:72]=[C:67]([N:57]2[C:58]3[N:65]=[CH:64][C:63]([F:66])=[CH:62][C:59]=3[C:60](=[O:61])[N:55]([C@@H:52]3[CH2:53][CH2:54][C@H:49]([NH:48][C:46]([C:44]4[N:45]=[C:40]5[CH:39]=[CH:38][C:37]([F:36])=[CH:42][N:41]5[CH:43]=4)=[O:47])[CH2:50][CH2:51]3)[C:56]2=[O:74])[CH:68]=1, predict the reactants needed to synthesize it. The reactants are: C1(P(C2CCCCC2)C2C=CC=CC=2C2C(OC)=CC=CC=2OC)CCCCC1.C(=O)([O-])[O-].[K+].[K+].[F:36][C:37]1[CH:38]=[CH:39][C:40]2[N:41]([CH:43]=[C:44]([C:46]([NH:48][C@H:49]3[CH2:54][CH2:53][C@@H:52]([N:55]4[C:60](=[O:61])[C:59]5[CH:62]=[C:63]([F:66])[CH:64]=[N:65][C:58]=5[N:57]([C:67]5[CH:72]=[CH:71][CH:70]=[C:69](I)[CH:68]=5)[C:56]4=[O:74])[CH2:51][CH2:50]3)=[O:47])[N:45]=2)[CH:42]=1.C(OC([NH:82][CH2:83][C:84]1[CH:89]=[C:88]([F:90])[CH:87]=[CH:86][C:85]=1B(O)O)=O)(C)(C)C.Cl.O1CCOCC1.